Dataset: Catalyst prediction with 721,799 reactions and 888 catalyst types from USPTO. Task: Predict which catalyst facilitates the given reaction. Reactant: Cl.[NH:2]1[CH2:10][CH2:9][CH2:8][C@H:3]1[C:4]([O:6][CH3:7])=[O:5].CCN(C(C)C)C(C)C.[Cl:20][C:21]1[CH:22]=[C:23]([S:28](Cl)(=[O:30])=[O:29])[CH:24]=[C:25]([Cl:27])[CH:26]=1. Product: [Cl:27][C:25]1[CH:24]=[C:23]([S:28]([N:2]2[CH2:10][CH2:9][CH2:8][C@H:3]2[C:4]([O:6][CH3:7])=[O:5])(=[O:29])=[O:30])[CH:22]=[C:21]([Cl:20])[CH:26]=1. The catalyst class is: 2.